From a dataset of Ames mutagenicity test results for genotoxicity prediction. Regression/Classification. Given a drug SMILES string, predict its toxicity properties. Task type varies by dataset: regression for continuous values (e.g., LD50, hERG inhibition percentage) or binary classification for toxic/non-toxic outcomes (e.g., AMES mutagenicity, cardiotoxicity, hepatotoxicity). Dataset: ames. (1) The molecule is c1ccc2c(c1)ccc1cc3c(ccc4ccncc43)cc12. The result is 1 (mutagenic). (2) The compound is CCOCCOCC. The result is 1 (mutagenic). (3) The molecule is Cc1ccc(CO)cc1. The result is 0 (non-mutagenic). (4) The drug is COC[C@H]1CO1. The result is 1 (mutagenic). (5) The drug is Oc1cccc(O)c1. The result is 0 (non-mutagenic). (6) The molecule is Nc1ncnc2c1ncn2C1CCC(CO)O1. The result is 1 (mutagenic). (7) The drug is Cc1cc(C)cc(NO)c1. The result is 1 (mutagenic).